From a dataset of NCI-60 drug combinations with 297,098 pairs across 59 cell lines. Regression. Given two drug SMILES strings and cell line genomic features, predict the synergy score measuring deviation from expected non-interaction effect. (1) Drug 1: CC1=C(C=C(C=C1)NC(=O)C2=CC=C(C=C2)CN3CCN(CC3)C)NC4=NC=CC(=N4)C5=CN=CC=C5. Drug 2: CC(C)(C#N)C1=CC(=CC(=C1)CN2C=NC=N2)C(C)(C)C#N. Cell line: A498. Synergy scores: CSS=2.20, Synergy_ZIP=-3.20, Synergy_Bliss=-7.90, Synergy_Loewe=-7.79, Synergy_HSA=-6.78. (2) Drug 1: C1CCC(CC1)NC(=O)N(CCCl)N=O. Drug 2: CC1=C(C(=CC=C1)Cl)NC(=O)C2=CN=C(S2)NC3=CC(=NC(=N3)C)N4CCN(CC4)CCO. Cell line: T-47D. Synergy scores: CSS=12.9, Synergy_ZIP=-1.83, Synergy_Bliss=5.77, Synergy_Loewe=5.65, Synergy_HSA=6.90. (3) Drug 2: C1=CC=C(C=C1)NC(=O)CCCCCCC(=O)NO. Drug 1: C1=CC(=CC=C1CC(C(=O)O)N)N(CCCl)CCCl.Cl. Synergy scores: CSS=64.9, Synergy_ZIP=-3.72, Synergy_Bliss=-4.24, Synergy_Loewe=-7.90, Synergy_HSA=-4.29. Cell line: CCRF-CEM. (4) Drug 1: C1=CC(=CC=C1CCCC(=O)O)N(CCCl)CCCl. Drug 2: CC(C)CN1C=NC2=C1C3=CC=CC=C3N=C2N. Cell line: NCI-H226. Synergy scores: CSS=3.23, Synergy_ZIP=-2.64, Synergy_Bliss=-2.59, Synergy_Loewe=-5.63, Synergy_HSA=-5.27. (5) Drug 1: CC(C1=C(C=CC(=C1Cl)F)Cl)OC2=C(N=CC(=C2)C3=CN(N=C3)C4CCNCC4)N. Drug 2: C1=CC(=CC=C1C#N)C(C2=CC=C(C=C2)C#N)N3C=NC=N3. Cell line: HCT-15. Synergy scores: CSS=2.20, Synergy_ZIP=-0.158, Synergy_Bliss=-1.19, Synergy_Loewe=-3.67, Synergy_HSA=-2.62. (6) Drug 1: C1CCC(CC1)NC(=O)N(CCCl)N=O. Drug 2: C1CC(C1)(C(=O)O)C(=O)O.[NH2-].[NH2-].[Pt+2]. Cell line: CCRF-CEM. Synergy scores: CSS=71.6, Synergy_ZIP=-2.59, Synergy_Bliss=-1.80, Synergy_Loewe=-7.59, Synergy_HSA=0.418. (7) Drug 1: C1CN1C2=NC(=NC(=N2)N3CC3)N4CC4. Drug 2: COC1=C2C(=CC3=C1OC=C3)C=CC(=O)O2. Cell line: T-47D. Synergy scores: CSS=33.4, Synergy_ZIP=-1.21, Synergy_Bliss=7.72, Synergy_Loewe=-3.15, Synergy_HSA=6.05.